The task is: Predict which catalyst facilitates the given reaction.. This data is from Catalyst prediction with 721,799 reactions and 888 catalyst types from USPTO. (1) Reactant: [F:1][C:2]1[CH:7]=[CH:6][C:5]([CH:8]2[NH:13][C:12](=[S:14])[CH2:11][S:10][CH2:9]2)=[CH:4][CH:3]=1.[CH3:15]I. Product: [F:1][C:2]1[CH:3]=[CH:4][C:5]([CH:8]2[N:13]=[C:12]([S:14][CH3:15])[CH2:11][S:10][CH2:9]2)=[CH:6][CH:7]=1. The catalyst class is: 1. (2) Reactant: [CH3:1][C:2]1([CH2:6][O:7][C:8]2[CH:15]=[CH:14][C:13]([C:16]3[CH:21]=[CH:20][N:19]=[C:18]4[N:22](S(C5C=CC=CC=5)(=O)=O)[C:23]([C:25]5[CH:30]=[CH:29][C:28]([N:31]6[CH2:36][CH2:35][O:34][CH2:33][CH2:32]6)=[CH:27][CH:26]=5)=[CH:24][C:17]=34)=[CH:12][C:9]=2[C:10]#[N:11])[CH2:5][O:4][CH2:3]1.C(=O)([O-])[O-].[Cs+].[Cs+].FC(F)(F)CO. Product: [CH3:1][C:2]1([CH2:6][O:7][C:8]2[CH:15]=[CH:14][C:13]([C:16]3[CH:21]=[CH:20][N:19]=[C:18]4[NH:22][C:23]([C:25]5[CH:30]=[CH:29][C:28]([N:31]6[CH2:36][CH2:35][O:34][CH2:33][CH2:32]6)=[CH:27][CH:26]=5)=[CH:24][C:17]=34)=[CH:12][C:9]=2[C:10]#[N:11])[CH2:5][O:4][CH2:3]1. The catalyst class is: 138. (3) Reactant: [CH3:1][CH:2]([CH3:12])[CH2:3][C:4](=O)[CH2:5][C:6]([O:8][CH2:9][CH3:10])=[O:7].C([O-])(=O)C.[NH4+:17]. Product: [NH2:17][CH:4]([CH2:3][CH:2]([CH3:12])[CH3:1])[CH2:5][C:6]([O:8][CH2:9][CH3:10])=[O:7]. The catalyst class is: 8. (4) Reactant: [CH3:1][C:2]1[C:10]2[CH2:9][O:8][C:7](=[O:11])[C:6]=2[CH:5]=[CH:4][C:3]=1[C@H:12]1[CH2:14][O:13]1.[NH:15]1[CH2:20][CH2:19][NH:18][CH2:17][CH2:16]1. Product: [N:15]1([CH2:14][C@H:12]([C:3]2[CH:4]=[CH:5][C:6]3[C:7](=[O:11])[O:8][CH2:9][C:10]=3[C:2]=2[CH3:1])[OH:13])[CH2:20][CH2:19][N:18]([CH2:14][C@H:12]([C:3]2[CH:4]=[CH:5][C:6]3[C:7](=[O:11])[O:8][CH2:9][C:10]=3[C:2]=2[CH3:1])[OH:13])[CH2:17][CH2:16]1. The catalyst class is: 14. (5) Reactant: [OH:1][C:2]1C=CC(C2C(=O)C3C(=C(C)C(O)=CC=3)OC=2)=CC=1OC.C(OC(=O)C)(=O)C.[C:30]([O:33][C:34]1[CH:55]=[CH:54][C:37]([C:38]2[C:47](=[O:48])[C:46]3[C:41](=[C:42]([CH3:53])[C:43]([O:49][C:50](=[O:52])[CH3:51])=[CH:44][CH:45]=3)[O:40][CH:39]=2)=[CH:36][CH:35]=1)(=[O:32])[CH3:31]. The catalyst class is: 17. Product: [C:30]([O:33][C:34]1[CH:55]=[CH:54][C:37]([C:38]2[C:47](=[O:48])[C:46]3[C:41](=[C:42]([CH3:53])[C:43]([O:49][C:50](=[O:52])[CH3:51])=[CH:44][CH:45]=3)[O:40][CH:39]=2)=[CH:36][C:35]=1[O:1][CH3:2])(=[O:32])[CH3:31]. (6) Reactant: [NH2:1][C:2]1[C:11]2[C:6](=[CH:7][CH:8]=[CH:9][C:10]=2[O:12][CH:13]2[CH2:18][CH2:17][CH2:16][CH2:15][CH2:14]2)[N:5]=[C:4]([CH3:19])[C:3]=1[C:20]([O:22]CC)=[O:21].[OH-].[Na+].Cl. Product: [NH2:1][C:2]1[C:11]2[C:6](=[CH:7][CH:8]=[CH:9][C:10]=2[O:12][CH:13]2[CH2:18][CH2:17][CH2:16][CH2:15][CH2:14]2)[N:5]=[C:4]([CH3:19])[C:3]=1[C:20]([OH:22])=[O:21]. The catalyst class is: 88.